This data is from NCI-60 drug combinations with 297,098 pairs across 59 cell lines. The task is: Regression. Given two drug SMILES strings and cell line genomic features, predict the synergy score measuring deviation from expected non-interaction effect. (1) Drug 1: CC1=CC2C(CCC3(C2CCC3(C(=O)C)OC(=O)C)C)C4(C1=CC(=O)CC4)C. Drug 2: C1=NC(=NC(=O)N1C2C(C(C(O2)CO)O)O)N. Cell line: SR. Synergy scores: CSS=14.5, Synergy_ZIP=-5.03, Synergy_Bliss=-1.62, Synergy_Loewe=-25.0, Synergy_HSA=-1.76. (2) Drug 2: CCC1(CC2CC(C3=C(CCN(C2)C1)C4=CC=CC=C4N3)(C5=C(C=C6C(=C5)C78CCN9C7C(C=CC9)(C(C(C8N6C)(C(=O)OC)O)OC(=O)C)CC)OC)C(=O)OC)O.OS(=O)(=O)O. Drug 1: CN(C)N=NC1=C(NC=N1)C(=O)N. Synergy scores: CSS=68.7, Synergy_ZIP=1.93, Synergy_Bliss=6.48, Synergy_Loewe=5.30, Synergy_HSA=5.53. Cell line: MOLT-4. (3) Drug 1: C1CCC(CC1)NC(=O)N(CCCl)N=O. Drug 2: CN1C(=O)N2C=NC(=C2N=N1)C(=O)N. Cell line: U251. Synergy scores: CSS=32.5, Synergy_ZIP=-9.12, Synergy_Bliss=3.32, Synergy_Loewe=-0.0884, Synergy_HSA=4.80.